From a dataset of Peptide-MHC class I binding affinity with 185,985 pairs from IEDB/IMGT. Regression. Given a peptide amino acid sequence and an MHC pseudo amino acid sequence, predict their binding affinity value. This is MHC class I binding data. The peptide sequence is AMEKSSKYY. The MHC is HLA-A03:01 with pseudo-sequence HLA-A03:01. The binding affinity (normalized) is 0.